Dataset: Reaction yield outcomes from USPTO patents with 853,638 reactions. Task: Predict the reaction yield, written as a fraction of the theoretical maximum amount of product (1.0 means a 100% yield; for example, 0.34 means a 34% yield). The reactants are [C:1]1([S:7]([N:10]2[CH2:18][C@@H:17](OS(C)(=O)=O)[CH2:16][C@H:11]2[C:12]([O:14][CH3:15])=[O:13])(=[O:9])=[O:8])[CH:6]=[CH:5][CH:4]=[CH:3][CH:2]=1.[N-:24]=[N+:25]=[N-:26].[Na+]. The catalyst is CN(C=O)C. The product is [C:1]1([S:7]([N:10]2[CH2:18][C@H:17]([N:24]=[N+:25]=[N-:26])[CH2:16][C@H:11]2[C:12]([O:14][CH3:15])=[O:13])(=[O:9])=[O:8])[CH:6]=[CH:5][CH:4]=[CH:3][CH:2]=1. The yield is 0.850.